This data is from Reaction yield outcomes from USPTO patents with 853,638 reactions. The task is: Predict the reaction yield, written as a fraction of the theoretical maximum amount of product (1.0 means a 100% yield; for example, 0.34 means a 34% yield). (1) The product is [CH2:20]([N:19]([CH2:24][CH:25]([CH3:27])[CH3:26])[C:5]1[CH:4]=[CH:3][C:2]([B:32]2[O:33][CH2:34][C:29]([CH3:43])([CH3:28])[CH2:30][O:31]2)=[CH:7][C:6]=1[NH:8][C:9]([NH:11][C:12]1[CH:17]=[CH:16][C:15]([CH3:18])=[CH:14][CH:13]=1)=[O:10])[CH:21]([CH3:23])[CH3:22]. The yield is 0.760. The catalyst is CS(C)=O.O. The reactants are Br[C:2]1[CH:3]=[CH:4][C:5]([N:19]([CH2:24][CH:25]([CH3:27])[CH3:26])[CH2:20][CH:21]([CH3:23])[CH3:22])=[C:6]([NH:8][C:9]([NH:11][C:12]2[CH:17]=[CH:16][C:15]([CH3:18])=[CH:14][CH:13]=2)=[O:10])[CH:7]=1.[CH3:28][C:29]1([CH3:43])[CH2:34][O:33][B:32]([B:32]2[O:33][CH2:34][C:29]([CH3:43])([CH3:28])[CH2:30][O:31]2)[O:31][CH2:30]1.C([O-])(=O)C.[K+]. (2) The reactants are COC(C1C=C(O)C2C(=C(OCC3C=CC=CC=3)C=CC=2)N=1)=O.C[O:25][C:26]([C:28]1[CH:37]=[C:36]([OH:38])[C:35]2[C:30](=[C:31]([C:45]#[N:46])[CH:32]=[C:33]([C:39]3[CH:44]=[CH:43][CH:42]=[CH:41][CH:40]=3)[CH:34]=2)[N:29]=1)=[O:27]. No catalyst specified. The product is [C:45]([C:31]1[CH:32]=[C:33]([C:39]2[CH:44]=[CH:43][CH:42]=[CH:41][CH:40]=2)[CH:34]=[C:35]2[C:30]=1[N:29]=[C:28]([C:26]([OH:27])=[O:25])[CH:37]=[C:36]2[OH:38])#[N:46]. The yield is 0.650. (3) The reactants are [OH:1][NH:2][C:3]([C:5]1[CH:10]=[CH:9][CH:8]=[CH:7][N:6]=1)=[NH:4].[CH3:11][O:12][C:13]1[CH:14]=[C:15]([OH:22])[C:16](=[CH:20][CH:21]=1)[C:17](O)=O. No catalyst specified. The product is [CH3:11][O:12][C:13]1[CH:21]=[CH:20][C:16]([C:17]2[O:1][N:2]=[C:3]([C:5]3[CH:10]=[CH:9][CH:8]=[CH:7][N:6]=3)[N:4]=2)=[C:15]([OH:22])[CH:14]=1. The yield is 0.120. (4) The reactants are [NH2:1][C:2]1[C:3]([CH3:8])=[CH:4][CH:5]=[CH:6][CH:7]=1.N1[CH:14]=[CH:13][CH:12]=[CH:11][CH:10]=1.O1CCCC1.C(Cl)(=O)CCCC. The catalyst is O. The product is [CH2:11]([C:10]1[NH:1][C:2]2[C:3]([CH:8]=1)=[CH:4][CH:5]=[CH:6][CH:7]=2)[CH2:12][CH2:13][CH3:14]. The yield is 0.840. (5) The reactants are [CH3:1][N:2]1[CH:6]=[C:5]([NH2:7])[CH:4]=[N:3]1.C(OC([NH:15][C:16]1[S:20][C:19]([C:21]2[C:26]([F:27])=[CH:25][CH:24]=[CH:23][C:22]=2[F:28])=[N:18][C:17]=1[C:29](O)=[O:30])=O)(C)(C)C.CN(C(ON1N=NC2C=CC=NC1=2)=[N+](C)C)C.F[P-](F)(F)(F)(F)F. No catalyst specified. The product is [NH2:15][C:16]1[S:20][C:19]([C:21]2[C:26]([F:27])=[CH:25][CH:24]=[CH:23][C:22]=2[F:28])=[N:18][C:17]=1[C:29]([NH:7][C:5]1[CH:4]=[N:3][N:2]([CH3:1])[CH:6]=1)=[O:30]. The yield is 0.700. (6) The reactants are C[O:2][C:3]([C:5]1[C:13]2[C:8](=[CH:9][CH:10]=[C:11]([CH:14]3[C:19]([C:20]#[N:21])=[C:18]([CH3:22])[NH:17][C:16]([CH3:23])=[C:15]3[C:24]#[N:25])[CH:12]=2)[NH:7][N:6]=1)=[O:4].[Li+].[OH-].Cl. The catalyst is CO.O. The product is [C:20]([C:19]1[CH:14]([C:11]2[CH:12]=[C:13]3[C:8](=[CH:9][CH:10]=2)[NH:7][N:6]=[C:5]3[C:3]([OH:4])=[O:2])[C:15]([C:24]#[N:25])=[C:16]([CH3:23])[NH:17][C:18]=1[CH3:22])#[N:21]. The yield is 0.930.